Task: Binary Classification. Given a miRNA mature sequence and a target amino acid sequence, predict their likelihood of interaction.. Dataset: Experimentally validated miRNA-target interactions with 360,000+ pairs, plus equal number of negative samples (1) The miRNA is mmu-miR-148a-3p with sequence UCAGUGCACUACAGAACUUUGU. The protein sequence of the target gene is MALGARGWRRRSLLLLLLWVTGQAAPVLGLAVSSELQIQQSFVPDECPRTVHSGDFVRYHYVGTFLDGQKFDSSYDRDSTFNVFVGKGQLIAGMDQALVGMCVNERRLVTIPPNLAYGSEGVSGVIPPNSVLHFDVLLVDIWNSEDQVHIQTYFKPPSCPRTIQVSDFVRYHYNGTFLDGTLFDSSHNRMKTYDTYVGIGWLIPGMDKGLLGMCVGEKRIITVPPFLAYGEEGDGKDIPGQASLVFDVALLDLHNPKDTISIENKVVPENCERRSQSGDFLRYHYNGTLLDGTLFDSSYS.... Result: 0 (no interaction). (2) The miRNA is mmu-miR-329-3p with sequence AACACACCCAGCUAACCUUUUU. The protein sequence of the target gene is MTSPWSAFPVQIPQPSIRGLSQITKSLFISNGVAANNKLLLSSNQITTVINVSVEVANTFYEDIQYVQVPVVDAPVARLSNFFDSVADRIHSVEMQKGRTLLHCAAGVSRSAALCLAYLMKYHAMSLVDAHTWTKSCRPIIRPNSGFWEQLIHYELQLFGKNTMQMMDSPMGRIPDIYEKETRLMIPL. Result: 1 (interaction). (3) The miRNA is hsa-miR-3164 with sequence UGUGACUUUAAGGGAAAUGGCG. The protein sequence of the target gene is MSESKSGPEYASFFAVMGASAAMVFSALGAAYGTAKSGTGIAAMSVMRPEQIMKSIIPVVMAGIIAIYGLVVAVLIANSLNDDISLYKSFLQLGAGLSVGLSGLAAGFAIGIVGDAGVRGTAQQPRLFVGMILILIFAEVLGLYGLIVALILSTK. Result: 0 (no interaction). (4) The miRNA is hsa-miR-744-3p with sequence CUGUUGCCACUAACCUCAACCU. The protein sequence of the target gene is MGNSYAGQLKTTRFEEVLHNSIEASLRSNNLVPRPIFSQLYLEAEQQLAALEGGSRVDNEEEEEEGEGGLETNGPPNPFQLHPLPEGCCTTDGFCQAGKDLRLVSISNEPMDVPAGFLLVGVKSPSLPDHLLVCAVDKRFLPDDNGHNALLGFSGNCVGCGKKGFCYFTEFSNHINLKLTTQPKKQKHLKYYLVRNAQGTLTKGPLICWKGSEFRSRQIPASTCSSSLFPALESTAAFPSEPVPGTNPSILMGAQQAGPASDHPSLNAAMGPAVFNGKDSPKCQQLAKNNLLALPRPSAL.... Result: 0 (no interaction).